This data is from Forward reaction prediction with 1.9M reactions from USPTO patents (1976-2016). The task is: Predict the product of the given reaction. (1) Given the reactants [F:1][CH:2]([F:18])[C:3]1[CH:16]=[CH:15][C:6](/[CH:7]=[N:8]/[S@@:9]([C:11]([CH3:14])([CH3:13])[CH3:12])=[O:10])=[C:5]([F:17])[CH:4]=1.[CH3:19][Mg]Br, predict the reaction product. The product is: [F:18][CH:2]([F:1])[C:3]1[CH:16]=[CH:15][C:6]([C@@H:7]([NH:8][S@@:9]([C:11]([CH3:13])([CH3:14])[CH3:12])=[O:10])[CH3:19])=[C:5]([F:17])[CH:4]=1. (2) Given the reactants [CH2:1]([S:8][C:9]1[CH:10]=[CH:11][C:12](F)=[C:13]([C:15](=[O:30])/[CH:16]=[C:17](/[NH:19][C:20]2[CH:25]=[C:24]([F:26])[C:23]([Br:27])=[CH:22][C:21]=2[O:28][CH3:29])\[CH3:18])[CH:14]=1)[C:2]1[CH:7]=[CH:6][CH:5]=[CH:4][CH:3]=1.C(=O)([O-])[O-].[K+].[K+], predict the reaction product. The product is: [CH2:1]([S:8][C:9]1[CH:14]=[C:13]2[C:12](=[CH:11][CH:10]=1)[N:19]([C:20]1[CH:25]=[C:24]([F:26])[C:23]([Br:27])=[CH:22][C:21]=1[O:28][CH3:29])[C:17]([CH3:18])=[CH:16][C:15]2=[O:30])[C:2]1[CH:7]=[CH:6][CH:5]=[CH:4][CH:3]=1. (3) Given the reactants FC(F)(F)C(O)=O.[CH3:8][O:9][CH:10]=[C:11]([C:35]([O:37][CH3:38])=[O:36])[O:12][C:13]1[CH:25]=[CH:24][CH:23]=[C:22]([O:26][C:27]([C:31]([O:33][CH3:34])=[O:32])=[CH:28][O:29][CH3:30])[C:14]=1[C:15]([O:17]C(C)(C)C)=[O:16], predict the reaction product. The product is: [CH3:30][O:29][CH:28]=[C:27]([C:31]([O:33][CH3:34])=[O:32])[O:26][C:22]1[CH:23]=[CH:24][CH:25]=[C:13]([O:12][C:11]([C:35]([O:37][CH3:38])=[O:36])=[CH:10][O:9][CH3:8])[C:14]=1[C:15]([OH:17])=[O:16]. (4) Given the reactants [C:1]([NH:5][CH3:6])([CH3:4])([CH3:3])[CH3:2].N1C=CC=CC=1.[Cl:13][C:14](Cl)([O:16]C(=O)OC(Cl)(Cl)Cl)Cl, predict the reaction product. The product is: [CH3:2][C:1]([N:5]([CH3:6])[C:14]([Cl:13])=[O:16])([CH3:4])[CH3:3]. (5) Given the reactants [NH2:1][C:2]1[CH:9]=[CH:8][C:7]([Cl:10])=[CH:6][C:3]=1[C:4]#N.[CH:11]([C:14]1[CH:15]=[C:16]([Mg]Br)[CH:17]=[CH:18][CH:19]=1)([CH3:13])[CH3:12].C([O:24]CC)C, predict the reaction product. The product is: [NH2:1][C:2]1[CH:9]=[CH:8][C:7]([Cl:10])=[CH:6][C:3]=1[C:4]([C:18]1[CH:17]=[CH:16][CH:15]=[C:14]([CH:11]([CH3:13])[CH3:12])[CH:19]=1)=[O:24]. (6) Given the reactants [Cl:1][C:2]1[CH:7]=[CH:6][N:5]=[C:4]2[N:8]([S:27]([C:30]3[CH:35]=[CH:34][C:33]([CH3:36])=[CH:32][CH:31]=3)(=[O:29])=[O:28])[C:9]([C:11]3[C:19]4[C:14](=[CH:15][C:16]([O:22][CH3:23])=[C:17]([O:20][CH3:21])[CH:18]=4)[N:13]([CH2:24][CH2:25]Cl)[CH:12]=3)=[CH:10][C:3]=12.[I-:37].[Na+], predict the reaction product. The product is: [Cl:1][C:2]1[CH:7]=[CH:6][N:5]=[C:4]2[N:8]([S:27]([C:30]3[CH:35]=[CH:34][C:33]([CH3:36])=[CH:32][CH:31]=3)(=[O:29])=[O:28])[C:9]([C:11]3[C:19]4[C:14](=[CH:15][C:16]([O:22][CH3:23])=[C:17]([O:20][CH3:21])[CH:18]=4)[N:13]([CH2:24][CH2:25][I:37])[CH:12]=3)=[CH:10][C:3]=12. (7) Given the reactants [Cl:1][C:2]1[CH:7]=[CH:6][CH:5]=[CH:4][C:3]=1[S:8](Cl)(=[O:10])=[O:9].[NH2:12][C:13]1[C:14]2[C:21]([C:22]([C:24]3[CH:25]=[N:26][CH:27]=[C:28]([NH2:30])[CH:29]=3)=[O:23])=[CH:20][N:19]([CH:31]([CH3:33])[CH3:32])[C:15]=2[N:16]=[CH:17][N:18]=1.NC1C2C(C(C3C=C(NS(C4C=C(F)C=C(F)C=4)(=O)=O)C=NC=3)=O)=CN(C(C)C)C=2N=CN=1, predict the reaction product. The product is: [NH2:12][C:13]1[C:14]2[C:21]([C:22]([C:24]3[CH:29]=[C:28]([NH:30][S:8]([C:3]4[CH:4]=[CH:5][CH:6]=[CH:7][C:2]=4[Cl:1])(=[O:10])=[O:9])[CH:27]=[N:26][CH:25]=3)=[O:23])=[CH:20][N:19]([CH:31]([CH3:33])[CH3:32])[C:15]=2[N:16]=[CH:17][N:18]=1. (8) Given the reactants C[S:2](Cl)(=[O:4])=[O:3].[N:6]1([C:12]2[CH:17]=[CH:16][C:15]([NH:18][C:19]([N:21]3[CH2:29][C:28]4[C:23](=[CH:24][CH:25]=[CH:26][CH:27]=4)[CH2:22]3)=[O:20])=[CH:14][CH:13]=2)[CH2:11][CH2:10][NH:9][CH2:8][CH2:7]1.N[C:31]1C=C2C(=[CH:38][CH:39]=1)CN(C(NC1C=CC(C(=O)NCCC)=CC=1)=O)C2, predict the reaction product. The product is: [CH:39]([S:2]([N:9]1[CH2:10][CH2:11][N:6]([C:12]2[CH:17]=[CH:16][C:15]([NH:18][C:19]([N:21]3[CH2:29][C:28]4[C:23](=[CH:24][CH:25]=[CH:26][CH:27]=4)[CH2:22]3)=[O:20])=[CH:14][CH:13]=2)[CH2:7][CH2:8]1)(=[O:4])=[O:3])([CH3:38])[CH3:31].